Dataset: Peptide-MHC class I binding affinity with 185,985 pairs from IEDB/IMGT. Task: Regression. Given a peptide amino acid sequence and an MHC pseudo amino acid sequence, predict their binding affinity value. This is MHC class I binding data. (1) The peptide sequence is ERNPYENIL. The MHC is HLA-A02:19 with pseudo-sequence HLA-A02:19. The binding affinity (normalized) is 0.0847. (2) The peptide sequence is QMDGAILVV. The MHC is HLA-A02:11 with pseudo-sequence HLA-A02:11. The binding affinity (normalized) is 1.00. (3) The peptide sequence is TMGPHPAGV. The MHC is HLA-A26:01 with pseudo-sequence HLA-A26:01. The binding affinity (normalized) is 0.0847. (4) The peptide sequence is KLYGYASLTT. The MHC is HLA-A02:02 with pseudo-sequence HLA-A02:02. The binding affinity (normalized) is 0.942.